Dataset: Catalyst prediction with 721,799 reactions and 888 catalyst types from USPTO. Task: Predict which catalyst facilitates the given reaction. Reactant: [CH2:1](Cl)[CH2:2]Cl.CC[C:7]1[C:12]2[NH:13][C:14](CN)=[C:15]([CH3:16])[C:11]=2[CH:10]=[CH:9][CH:8]=1.Cl.[O:20]=[C:21]1[CH2:26][O:25][C:24]2[CH:27]=[C:28](/C=C/C(O)=O)[CH:29]=[N:30][C:23]=2[NH:22]1.[CH3:36][CH2:37]N(C(C)C)C(C)C.[CH3:45][N:46]([CH:48]=[O:49])C. Product: [CH3:16][C:15]1[C:11]2[C:12](=[CH:7][C:1]([CH3:2])=[C:9]([CH2:8][N:46]([CH3:45])[C:48](=[O:49])/[CH:36]=[CH:37]/[CH:26]3[O:25][C:24]4[CH:27]=[CH:28][CH:29]=[N:30][C:23]=4[NH:22][C:21]3=[O:20])[CH:10]=2)[NH:13][CH:14]=1. The catalyst class is: 6.